From a dataset of Full USPTO retrosynthesis dataset with 1.9M reactions from patents (1976-2016). Predict the reactants needed to synthesize the given product. Given the product [CH2:24]1[O:23][C:20]2[CH:21]=[CH:22][C:17]([C:15]3[N:12]=[C:9]4[CH:8]=[CH:7][C:6]([O:5][CH2:4][CH:1]5[CH2:2][CH2:3]5)=[N:11][N:10]4[CH:14]=3)=[CH:18][C:19]=2[O:25]1, predict the reactants needed to synthesize it. The reactants are: [CH:1]1([CH2:4][O:5][C:6]2[N:11]=[N:10][C:9]([NH2:12])=[CH:8][CH:7]=2)[CH2:3][CH2:2]1.Br[CH2:14][C:15]([C:17]1[CH:22]=[CH:21][C:20]2[O:23][CH2:24][O:25][C:19]=2[CH:18]=1)=O.C(=O)([O-])O.[Na+].